Task: Predict which catalyst facilitates the given reaction.. Dataset: Catalyst prediction with 721,799 reactions and 888 catalyst types from USPTO Reactant: [C:1]([C:5]1[O:9][N:8]=[C:7]([NH:10][C:11]([NH:13][C:14]2[CH:19]=[CH:18][C:17]([O:20][C:21]3[CH:26]=[CH:25][C:24](C(=O)NC)=[CH:23][CH:22]=3)=[CH:16][CH:15]=2)=[O:12])[CH:6]=1)([CH3:4])([CH3:3])[CH3:2].C(C1O[N:38]=C(NC(NC2C=CC(OC3C=CC(C(O)=O)=CC=3)=CC=2)=O)C=1)(C)(C)C.CN.Cl.C(N=C=NCCCN(C)C)C.CN1CCOCC1.C(O)(=O)CC(CC(O)=O)(C(O)=O)O. Product: [C:1]([C:5]1[O:9][N:8]=[C:7]([NH:10][C:11]([NH:13][C:14]2[CH:15]=[CH:16][C:17]([O:20][C:21]3[CH:22]=[CH:23][C:24]([NH2:38])=[CH:25][CH:26]=3)=[CH:18][CH:19]=2)=[O:12])[CH:6]=1)([CH3:3])([CH3:2])[CH3:4]. The catalyst class is: 118.